The task is: Predict the product of the given reaction.. This data is from Forward reaction prediction with 1.9M reactions from USPTO patents (1976-2016). (1) Given the reactants [CH3:1][O:2][C:3]([C:5]1[CH:6]=[N:7][N:8]2[CH:13]=[C:12]([C:14]3[CH:19]=[CH:18][C:17]([F:20])=[CH:16][C:15]=3[F:21])[C:11](Cl)=[N:10][C:9]=12)=[O:4].C([O-])([O-])=O.[Na+].[Na+].[CH:29]([C:31]1[CH:36]=[CH:35][C:34](B(O)O)=[CH:33][CH:32]=1)=[O:30], predict the reaction product. The product is: [CH3:1][O:2][C:3]([C:5]1[CH:6]=[N:7][N:8]2[CH:13]=[C:12]([C:14]3[CH:19]=[CH:18][C:17]([F:20])=[CH:16][C:15]=3[F:21])[C:11]([C:34]3[CH:35]=[CH:36][C:31]([CH:29]=[O:30])=[CH:32][CH:33]=3)=[N:10][C:9]=12)=[O:4]. (2) Given the reactants C([Si](C)(C)[O:6][C@@H:7]1[CH2:12][CH2:11][C@H:10]([N:13]2[CH2:17][CH2:16][CH2:15][C:14]2=[O:18])[CH2:9][CH2:8]1)(C)(C)C, predict the reaction product. The product is: [OH:6][C@@H:7]1[CH2:8][CH2:9][C@H:10]([N:13]2[CH2:17][CH2:16][CH2:15][C:14]2=[O:18])[CH2:11][CH2:12]1. (3) Given the reactants [OH:1][C:2]1[CH:3]=[C:4]([C:8](=[O:10])[CH3:9])[CH:5]=[CH:6][CH:7]=1.O[C@H:12]([C:32]1[CH:37]=[CH:36][CH:35]=[CH:34][CH:33]=1)[CH2:13][N:14]1[CH2:19][CH2:18][CH:17]([C:20]2[CH:21]=[C:22]([NH:26][C:27](=[O:31])[CH:28]([CH3:30])[CH3:29])[CH:23]=[CH:24][CH:25]=2)[CH2:16][CH2:15]1, predict the reaction product. The product is: [C:8]([C:4]1[CH:3]=[C:2]([CH:7]=[CH:6][CH:5]=1)[O:1][C@@H:12]([C:32]1[CH:37]=[CH:36][CH:35]=[CH:34][CH:33]=1)[CH2:13][N:14]1[CH2:19][CH2:18][CH:17]([C:20]2[CH:21]=[C:22]([NH:26][C:27](=[O:31])[CH:28]([CH3:30])[CH3:29])[CH:23]=[CH:24][CH:25]=2)[CH2:16][CH2:15]1)(=[O:10])[CH3:9]. (4) Given the reactants [NH2:1][C@H:2]1[CH2:6][CH2:5][N:4]([CH:7]2[CH2:12][CH2:11][N:10]([C:13]3[S:17][N:16]=[C:15]([CH:18]([CH3:20])[CH3:19])[N:14]=3)[CH2:9][CH2:8]2)[C:3]1=[O:21].C(N(C(C)C)C(C)C)C.[Br:31][C:32]1[CH:33]=[N:34][C:35](Cl)=[N:36][CH:37]=1, predict the reaction product. The product is: [Br:31][C:32]1[CH:33]=[N:34][C:35]([NH:1][C@H:2]2[CH2:6][CH2:5][N:4]([CH:7]3[CH2:8][CH2:9][N:10]([C:13]4[S:17][N:16]=[C:15]([CH:18]([CH3:19])[CH3:20])[N:14]=4)[CH2:11][CH2:12]3)[C:3]2=[O:21])=[N:36][CH:37]=1.